The task is: Predict which catalyst facilitates the given reaction.. This data is from Catalyst prediction with 721,799 reactions and 888 catalyst types from USPTO. (1) Reactant: Cl[CH2:2][CH2:3][CH2:4][CH2:5][N:6]([CH3:20])[C:7]([N:9]1[CH:13]=[C:12]([C:14]2[CH:19]=[CH:18][CH:17]=[CH:16][CH:15]=2)[N:11]=[CH:10]1)=[O:8].[N-:21]=[N+:22]=[N-:23].C([N+](CCCC)(CCCC)CCCC)CCC. Product: [N:21]([CH2:2][CH2:3][CH2:4][CH2:5][N:6]([CH3:20])[C:7]([N:9]1[CH:13]=[C:12]([C:14]2[CH:19]=[CH:18][CH:17]=[CH:16][CH:15]=2)[N:11]=[CH:10]1)=[O:8])=[N+:22]=[N-:23]. The catalyst class is: 21. (2) Reactant: [OH:1][C:2]1[CH2:6][O:5][C:4](=[O:7])[C:3]=1[CH3:8].N1C(C)=CC=CC=1C.[F:17][C:18]([F:31])([F:30])[S:19](O[S:19]([C:18]([F:31])([F:30])[F:17])(=[O:21])=[O:20])(=[O:21])=[O:20]. Product: [F:17][C:18]([F:31])([F:30])[S:19]([O:1][C:2]1[CH2:6][O:5][C:4](=[O:7])[C:3]=1[CH3:8])(=[O:21])=[O:20]. The catalyst class is: 2. (3) Reactant: Cl[C:2]1[N:10]=[CH:9][N:8]=[C:7]2[C:3]=1[N:4]=[C:5]([C:13]1[CH:14]=[N:15][C:16]([CH3:19])=[N:17][CH:18]=1)[N:6]2[CH2:11][CH3:12].[NH2:20][C@H:21]1[CH2:25][CH2:24][N:23]([C:26]([O:28][C:29]([CH3:32])([CH3:31])[CH3:30])=[O:27])[CH2:22]1.CCN(C(C)C)C(C)C. Product: [CH2:11]([N:6]1[C:5]([C:13]2[CH:14]=[N:15][C:16]([CH3:19])=[N:17][CH:18]=2)=[N:4][C:3]2[C:7]1=[N:8][CH:9]=[N:10][C:2]=2[NH:20][C@H:21]1[CH2:25][CH2:24][N:23]([C:26]([O:28][C:29]([CH3:32])([CH3:31])[CH3:30])=[O:27])[CH2:22]1)[CH3:12]. The catalyst class is: 3. (4) Reactant: CO[C:3](=O)[C:4]1[CH:9]=[CH:8][C:7]([F:10])=[CH:6][CH:5]=1.[CH2:12]([Mg]Br)[CH3:13].B(F)(F)F.[CH3:20][CH2:21]OCC. Product: [CH2:20]([C:3]([C:4]1[CH:9]=[CH:8][C:7]([F:10])=[CH:6][CH:5]=1)=[CH:12][CH3:13])[CH3:21]. The catalyst class is: 1. (5) Reactant: COC[N:4]([C:13]1[CH:14]=[CH:15][CH:16]=[C:17]2[C:21]=1[N:20](COC)[C:19]([C:25]1[N:29]=[CH:28][N:27]([CH3:30])[N:26]=1)=[CH:18]2)[S:5]([C:8]1[S:9][CH:10]=[CH:11][CH:12]=1)(=[O:7])=[O:6].Cl.C(=O)(O)[O-].[Na+]. Product: [CH3:30][N:27]1[CH:28]=[N:29][C:25]([C:19]2[NH:20][C:21]3[C:17]([CH:18]=2)=[CH:16][CH:15]=[CH:14][C:13]=3[NH:4][S:5]([C:8]2[S:9][CH:10]=[CH:11][CH:12]=2)(=[O:6])=[O:7])=[N:26]1. The catalyst class is: 5. (6) Reactant: [OH:1][C:2]1[CH:7]=[CH:6][C:5](/[CH:8]=[CH:9]/[C:10]([O:12][CH3:13])=[O:11])=[CH:4][C:3]=1[O:14][CH3:15]. Product: [OH:1][C:2]1[CH:7]=[CH:6][C:5]([CH2:8][CH2:9][C:10]([O:12][CH3:13])=[O:11])=[CH:4][C:3]=1[O:14][CH3:15]. The catalyst class is: 129.